This data is from Reaction yield outcomes from USPTO patents with 853,638 reactions. The task is: Predict the reaction yield, written as a fraction of the theoretical maximum amount of product (1.0 means a 100% yield; for example, 0.34 means a 34% yield). The reactants are C[O:2][CH2:3][C@H:4]([CH3:34])[O:5][C:6]1[CH:7]=[C:8]([CH:20]=[C:21]([C:23]2[NH:24][C:25]([C:28]3[O:29][C:30]([CH3:33])=[N:31][N:32]=3)=[CH:26][CH:27]=2)[CH:22]=1)[O:9][C:10]1[CH:15]=[N:14][C:13]([S:16]([CH3:19])(=[O:18])=[O:17])=[CH:12][N:11]=1.B(Br)(Br)Br.C(=O)([O-])O.[Na+]. The catalyst is C(Cl)Cl. The product is [CH3:33][C:30]1[O:29][C:28]([C:25]2[NH:24][C:23]([C:21]3[CH:22]=[C:6]([CH:7]=[C:8]([O:9][C:10]4[CH:15]=[N:14][C:13]([S:16]([CH3:19])(=[O:17])=[O:18])=[CH:12][N:11]=4)[CH:20]=3)[O:5][C@@H:4]([CH3:34])[CH2:3][OH:2])=[CH:27][CH:26]=2)=[N:32][N:31]=1. The yield is 0.590.